From a dataset of Forward reaction prediction with 1.9M reactions from USPTO patents (1976-2016). Predict the product of the given reaction. (1) Given the reactants [CH:1]([O:4][C:5]1[C:13]([OH:14])=[CH:12][CH:11]=[C:10]2[C:6]=1[CH:7]=[N:8][NH:9]2)([CH3:3])[CH3:2].O[C@H:16]1[CH2:21][CH2:20][CH2:19][C@H:18]([N:22]2C(=O)C3C(=CC=CC=3)C2=O)[CH2:17]1.Cl.C(OC1C(O[C@@H]2CCC[C@H](N)C2)=CC=C2C=1C=NN2)CC.C(C=P(CCCC)(CCCC)CCCC)#N, predict the reaction product. The product is: [CH:1]([O:4][C:5]1[C:13]([O:14][C@@H:16]2[CH2:21][CH2:20][CH2:19][C@H:18]([NH2:22])[CH2:17]2)=[CH:12][CH:11]=[C:10]2[C:6]=1[CH:7]=[N:8][NH:9]2)([CH3:3])[CH3:2]. (2) The product is: [OH:45][C:44]1[C:43]2[C:38](=[N:39][CH:40]=[CH:41][CH:42]=2)[N:37]([CH2:46][CH2:47][CH:48]([CH3:49])[CH3:50])[C:36](=[O:51])[C:35]=1[C:30]1[NH:29][C:28]2[CH:52]=[CH:53][C:25]([NH:24][S:14]([NH:11][C:7]3[CH:6]=[C:5]([CH:10]=[CH:9][CH:8]=3)[C:4]([O:3][CH2:1][CH3:2])=[O:12])(=[O:17])=[O:16])=[CH:26][C:27]=2[S:32](=[O:33])(=[O:34])[N:31]=1. Given the reactants [CH2:1]([O:3][C:4](=[O:12])[C:5]1[CH:10]=[CH:9][CH:8]=[C:7]([NH2:11])[CH:6]=1)[CH3:2].Cl[S:14]([OH:17])(=[O:16])=O.P(Cl)(Cl)(Cl)(Cl)Cl.[NH2:24][C:25]1[CH:53]=[CH:52][C:28]2[NH:29][C:30]([C:35]3[C:36](=[O:51])[N:37]([CH2:46][CH2:47][CH:48]([CH3:50])[CH3:49])[C:38]4[C:43]([C:44]=3[OH:45])=[CH:42][CH:41]=[CH:40][N:39]=4)=[N:31][S:32](=[O:34])(=[O:33])[C:27]=2[CH:26]=1.C(N(CC)CC)C.Cl, predict the reaction product. (3) Given the reactants [OH:1][CH2:2][C:3]1[CH:4]=[C:5]([CH2:9][CH:10]([O:16][CH:17]([CH3:19])[CH3:18])[C:11]([O:13]CC)=[O:12])[CH:6]=[CH:7][CH:8]=1.[CH3:20][O:21][C:22]1[CH:27]=[CH:26][C:25]([N:28]=[C:29]=[O:30])=[CH:24][CH:23]=1, predict the reaction product. The product is: [CH:17]([O:16][CH:10]([CH2:9][C:5]1[CH:6]=[CH:7][CH:8]=[C:3]([CH2:2][O:1][C:29]([NH:28][C:25]2[CH:26]=[CH:27][C:22]([O:21][CH3:20])=[CH:23][CH:24]=2)=[O:30])[CH:4]=1)[C:11]([OH:13])=[O:12])([CH3:18])[CH3:19]. (4) Given the reactants [C:9](O[C:9]([O:11][C:12]([CH3:15])([CH3:14])[CH3:13])=[O:10])([O:11][C:12]([CH3:15])([CH3:14])[CH3:13])=[O:10].[NH2:16][CH2:17][C:18]1([CH2:22][OH:23])[CH2:21][CH2:20][CH2:19]1.[NH4+].[Cl-], predict the reaction product. The product is: [OH:23][CH2:22][C:18]1([CH2:17][NH:16][C:9](=[O:10])[O:11][C:12]([CH3:13])([CH3:14])[CH3:15])[CH2:21][CH2:20][CH2:19]1.